The task is: Predict the reactants needed to synthesize the given product.. This data is from Full USPTO retrosynthesis dataset with 1.9M reactions from patents (1976-2016). (1) Given the product [Cl:19][C:17]1[CH:18]=[C:13]([Cl:12])[CH:14]=[C:15]([F:20])[C:6]=1[CH:7]([OH:10])[CH3:8], predict the reactants needed to synthesize it. The reactants are: [Li]CCCC.[CH3:6][C:7]([O-:10])(C)[CH3:8].[K+].[Cl:12][C:13]1[CH:14]=[C:15]([F:20])C=[C:17]([Cl:19])[CH:18]=1.C(=O)C. (2) Given the product [Br:15][C:16]1[CH:21]=[C:20]([C:2]([CH3:7])([CH3:1])[CH2:3][C:4]([OH:6])=[O:5])[CH:19]=[CH:18][CH:17]=1, predict the reactants needed to synthesize it. The reactants are: [CH3:1][C:2]([CH3:7])=[CH:3][C:4]([OH:6])=[O:5].[Al+3].[Cl-].[Cl-].[Cl-].C(Cl)Cl.[Br:15][C:16]1[CH:21]=[CH:20][CH:19]=[CH:18][CH:17]=1. (3) Given the product [CH3:13][O:12][C:10](=[O:11])[CH2:9][CH2:8][C:3]1[CH:4]=[CH:5][CH:6]=[CH:7][C:2]=1[C:23]1[CH2:28][CH2:27][N:26]([C:29]([O:31][C:32]([CH3:35])([CH3:34])[CH3:33])=[O:30])[CH2:25][CH:24]=1, predict the reactants needed to synthesize it. The reactants are: Br[C:2]1[CH:7]=[CH:6][CH:5]=[CH:4][C:3]=1[CH2:8][CH2:9][C:10]([O:12][CH3:13])=[O:11].B1([C:23]2[CH2:28][CH2:27][N:26]([C:29]([O:31][C:32]([CH3:35])([CH3:34])[CH3:33])=[O:30])[CH2:25][CH:24]=2)OC(C)(C)C(C)(C)O1.C([O-])([O-])=O.[K+].[K+]. (4) Given the product [NH2:1][C:2]1[C:6]2[C:7](=[O:17])[N:8]([CH:12]([CH:14]([CH3:16])[CH3:15])[CH3:13])[CH:9]=[C:10]([C:21]3[CH:22]=[CH:23][N:19]([CH3:18])[N:20]=3)[C:5]=2[NH:4][N:3]=1, predict the reactants needed to synthesize it. The reactants are: [NH2:1][C:2]1[C:6]2[C:7](=[O:17])[N:8]([CH:12]([CH:14]([CH3:16])[CH3:15])[CH3:13])[CH:9]=[C:10](Br)[C:5]=2[NH:4][N:3]=1.[CH3:18][N:19]1[CH:23]=[CH:22][C:21](B2OC(C)(C)C(C)(C)O2)=[N:20]1.C(=O)([O-])[O-].[Na+].[Na+].CN(C)C=O. (5) Given the product [OH:2][C:3]1[CH:4]=[C:5]2[C:9](=[CH:10][C:11]=1[OH:12])[C:8](=[O:14])[CH2:7][CH2:6]2, predict the reactants needed to synthesize it. The reactants are: C[O:2][C:3]1[CH:4]=[C:5]2[C:9](=[CH:10][C:11]=1[O:12]C)[C:8](=[O:14])[CH2:7][CH2:6]2.B(Br)(Br)Br. (6) Given the product [NH:14]1[C:12]([CH2:11][CH:4]2[C:5]3[CH:10]=[CH:9][CH:8]=[CH:7][C:6]=3[C:2](=[O:1])[O:3]2)=[N:13][N:16]=[N:15]1, predict the reactants needed to synthesize it. The reactants are: [O:1]=[C:2]1[C:6]2[CH:7]=[CH:8][CH:9]=[CH:10][C:5]=2[CH:4]([CH2:11][C:12]#[N:13])[O:3]1.[N:14]([Sn](CCCC)(CCCC)CCCC)=[N+:15]=[N-:16]. (7) Given the product [CH3:1][N:2]1[C@@H:18]2[CH2:19][C:7]3[CH:8]=[CH:9][C:10]([O:22][CH3:23])=[C:11]4[O:12][CH:13]5[C:14]([CH:15]=[CH:16][C@:17]2([OH:24])[C@:5]5([C:6]=34)[CH2:4][CH2:3]1)=[O:20], predict the reactants needed to synthesize it. The reactants are: [CH3:1][N:2]1[C@@H:18]2[CH2:19][C:7]3[CH:8]=[CH:9][C:10]([O:22][CH3:23])=[C:11]4[O:12][C@H:13]5[C:14]([O:20]C)=[CH:15][CH:16]=[C:17]2[C@:5]5([C:6]=34)[CH2:4][CH2:3]1.[OH:24]O.[OH-].[NH4+]. (8) Given the product [Cl:1][C:2]1[N:7]=[C:6]([N:23]2[CH2:24][CH2:25][O:26][CH2:27][C@@H:22]2[CH3:21])[CH:5]=[C:4]([CH2:9][S:10]([CH3:13])(=[O:12])=[O:11])[N:3]=1, predict the reactants needed to synthesize it. The reactants are: [Cl:1][C:2]1[N:7]=[C:6](Cl)[CH:5]=[C:4]([CH2:9][S:10]([CH3:13])(=[O:12])=[O:11])[N:3]=1.C(N(CC)CC)C.[CH3:21][C@H:22]1[CH2:27][O:26][CH2:25][CH2:24][NH:23]1. (9) Given the product [Br:1][C:2]1[CH:10]=[C:9]2[C:5]([CH2:6][CH2:7][C@H:8]2[NH:11][C:24](=[O:25])[O:23][C:20]([CH3:22])([CH3:21])[CH3:19])=[CH:4][CH:3]=1, predict the reactants needed to synthesize it. The reactants are: [Br:1][C:2]1[CH:10]=[C:9]2[C:5]([CH2:6][CH2:7][C@H:8]2[NH2:11])=[CH:4][CH:3]=1.C(N(CC)CC)C.[CH3:19][C:20]([O:23][C:24](O[C:24]([O:23][C:20]([CH3:22])([CH3:21])[CH3:19])=[O:25])=[O:25])([CH3:22])[CH3:21].